From a dataset of Forward reaction prediction with 1.9M reactions from USPTO patents (1976-2016). Predict the product of the given reaction. (1) Given the reactants [C:1]1([Si:7]([CH3:21])([CH3:20])[CH2:8][CH2:9][CH2:10][CH2:11][CH2:12][CH2:13][C:14]2(Br)[CH2:16][C:15]2(Br)Br)[CH:6]=[CH:5][CH:4]=[CH:3][CH:2]=1.C[Li], predict the reaction product. The product is: [C:1]1([Si:7]([CH3:21])([CH3:20])[CH2:8][CH2:9][CH2:10][CH2:11][CH2:12][CH2:13][C:14]2[CH2:16][CH:15]=2)[CH:6]=[CH:5][CH:4]=[CH:3][CH:2]=1. (2) Given the reactants [F:1][C:2]([F:14])([F:13])[C:3]1[CH:4]=[C:5]([NH:9][C:10]([NH2:12])=[O:11])[CH:6]=[CH:7][CH:8]=1.C[O:16][C:17]([CH:19]1[CH2:24][CH2:23][N:22]([CH2:25][CH2:26][O:27][C:28]2[C:33]([O:34][CH3:35])=[CH:32][CH:31]=[CH:30][C:29]=2[O:36][CH3:37])[CH2:21][CH2:20]1)=O.C[O-].[Na+].O, predict the reaction product. The product is: [CH3:35][O:34][C:33]1[CH:32]=[CH:31][CH:30]=[C:29]([O:36][CH3:37])[C:28]=1[O:27][CH2:26][CH2:25][N:22]1[CH2:23][CH2:24][CH:19]([C:17]([NH:12][C:10]([NH:9][C:5]2[CH:6]=[CH:7][CH:8]=[C:3]([C:2]([F:13])([F:14])[F:1])[CH:4]=2)=[O:11])=[O:16])[CH2:20][CH2:21]1. (3) Given the reactants C[O:2][C:3](=[O:32])[CH:4]([NH:16][C:17]1[CH:22]=[CH:21][CH:20]=[CH:19][C:18]=1[C:23](=[O:31])[C:24]1[CH:29]=[CH:28][C:27]([CH3:30])=[CH:26][CH:25]=1)[CH2:5][C:6]1[CH:11]=[CH:10][C:9]([O:12][CH2:13][CH2:14]Br)=[CH:8][CH:7]=1.[CH:33]1[C:45]2[NH:44][C:43]3[C:38](=[CH:39][CH:40]=[CH:41][CH:42]=3)[C:37]=2[CH:36]=[CH:35][CH:34]=1.[OH-].[Na+], predict the reaction product. The product is: [CH3:30][C:27]1[CH:26]=[CH:25][C:24]([C:23]([C:18]2[CH:19]=[CH:20][CH:21]=[CH:22][C:17]=2[NH:16][CH:4]([CH2:5][C:6]2[CH:11]=[CH:10][C:9]([O:12][CH2:13][CH2:14][C:42]3[C:43]4[NH:44][C:45]5[C:37](=[CH:36][CH:35]=[CH:34][CH:33]=5)[C:38]=4[CH:39]=[CH:40][CH:41]=3)=[CH:8][CH:7]=2)[C:3]([OH:2])=[O:32])=[O:31])=[CH:29][CH:28]=1. (4) Given the reactants [OH:1][C:2]1[C:11]([CH2:12][CH2:13][C:14]([CH3:16])=[CH2:15])=[C:10]([O:17][CH3:18])[CH:9]=[C:8](/[CH:19]=[CH:20]/[C:21]2[CH:26]=[CH:25][CH:24]=[CH:23][CH:22]=2)[C:3]=1[C:4]([O:6]C)=[O:5], predict the reaction product. The product is: [OH:1][C:2]1[C:11]([CH2:12][CH2:13][C:14]([CH3:16])=[CH2:15])=[C:10]([O:17][CH3:18])[CH:9]=[C:8](/[CH:19]=[CH:20]/[C:21]2[CH:22]=[CH:23][CH:24]=[CH:25][CH:26]=2)[C:3]=1[C:4]([OH:6])=[O:5]. (5) Given the reactants FC(F)(F)C([O-])=O.[NH2:8][C:9]1([C:23]2[S:24][C:25]([C:28]3[CH:33]=[C:32]([CH3:34])[CH:31]=[C:30]([NH:35][C:36]4[CH:41]=[C:40]([C:42]([F:45])([F:44])[F:43])[CH:39]=[CH:38][N:37]=4)[N:29]=3)=[CH:26][N:27]=2)[CH2:18][CH2:17][CH2:16][C:15]2[CH:14]=[C:13]([C:19]([O:21]C)=[O:20])[CH:12]=[CH:11][C:10]1=2.[OH-].[Na+], predict the reaction product. The product is: [NH2:8][C:9]1([C:23]2[S:24][C:25]([C:28]3[CH:33]=[C:32]([CH3:34])[CH:31]=[C:30]([NH:35][C:36]4[CH:41]=[C:40]([C:42]([F:43])([F:45])[F:44])[CH:39]=[CH:38][N:37]=4)[N:29]=3)=[CH:26][N:27]=2)[CH2:18][CH2:17][CH2:16][C:15]2[CH:14]=[C:13]([C:19]([OH:21])=[O:20])[CH:12]=[CH:11][C:10]1=2.